From a dataset of Full USPTO retrosynthesis dataset with 1.9M reactions from patents (1976-2016). Predict the reactants needed to synthesize the given product. (1) Given the product [C:7]1([C:5]2[NH:4][N:3]=[C:2]([NH:1][C:28]([C:25]3[CH:24]=[CH:23][C:22]([C:13]4[CH:14]=[CH:15][C:16]([C:19]([NH:1][C:2]5[CH:6]=[C:5]([C:7]6[CH:12]=[CH:11][CH:10]=[CH:9][CH:8]=6)[NH:4][N:3]=5)=[O:21])=[CH:17][CH:18]=4)=[CH:27][CH:26]=3)=[O:30])[CH:6]=2)[CH:12]=[CH:11][CH:10]=[CH:9][CH:8]=1, predict the reactants needed to synthesize it. The reactants are: [NH2:1][C:2]1[CH:6]=[C:5]([C:7]2[CH:12]=[CH:11][CH:10]=[CH:9][CH:8]=2)[NH:4][N:3]=1.[C:13]1([C:22]2[CH:27]=[CH:26][C:25]([C:28]([OH:30])=O)=[CH:24][CH:23]=2)[CH:18]=[CH:17][C:16]([C:19]([OH:21])=O)=[CH:15][CH:14]=1. (2) Given the product [Cl:15][C:6]1[N:5]=[CH:4][N:3]=[C:2]2[C:7]=1[N:8]=[C:9]([CH3:10])[NH:1]2, predict the reactants needed to synthesize it. The reactants are: [NH2:1][C:2]1[N:3]=[CH:4][NH:5][C:6](=O)[C:7]=1[NH:8][C:9](=O)[CH3:10].P(Cl)(Cl)([Cl:15])=O. (3) Given the product [O:13]1[C:17]2[CH:18]=[CH:19][CH:20]=[CH:21][C:16]=2[CH:15]=[C:14]1[C:22]1[N:26]2[N:27]=[C:28]([O:4][CH2:3][CH:2]([CH:5]3[CH2:10][CH2:9][O:8][CH2:7][CH2:6]3)[NH2:1])[CH:29]=[CH:30][C:25]2=[N:24][CH:23]=1, predict the reactants needed to synthesize it. The reactants are: [NH2:1][CH:2]([CH:5]1[CH2:10][CH2:9][O:8][CH2:7][CH2:6]1)[CH2:3][OH:4].[H-].[Na+].[O:13]1[C:17]2[CH:18]=[CH:19][CH:20]=[CH:21][C:16]=2[CH:15]=[C:14]1[C:22]1[N:26]2[N:27]=[C:28](Cl)[CH:29]=[CH:30][C:25]2=[N:24][CH:23]=1. (4) Given the product [Cl:4][C:5]1[CH:10]=[CH:9][C:8]([N+:11]([O-:13])=[O:12])=[C:7]([CH:6]=1)[N:2]([CH3:3])[CH3:1], predict the reactants needed to synthesize it. The reactants are: [CH3:1][NH:2][CH3:3].[Cl:4][C:5]1[CH:10]=[CH:9][C:8]([N+:11]([O-:13])=[O:12])=[C:7](F)[CH:6]=1.C(=O)([O-])[O-].[K+].[K+]. (5) Given the product [CH2:1]([O:3][C:4](=[O:44])[C:5]([O:8][C:9]1[CH:10]=[C:11]2[CH:17]=[C:16]([C:18]([C:25]3[CH:26]=[CH:27][C:28]([S:31]([CH3:34])(=[O:33])=[O:32])=[CH:29][CH:30]=3)=[CH:19][CH:20]3[CH2:24][CH2:23][CH2:22][CH2:21]3)[NH:15][C:12]2=[N:13][CH:14]=1)([CH3:7])[CH3:6])[CH3:2], predict the reactants needed to synthesize it. The reactants are: [CH2:1]([O:3][C:4](=[O:44])[C:5]([O:8][C:9]1[CH:10]=[C:11]2[CH:17]=[C:16]([C:18]([C:25]3[CH:30]=[CH:29][C:28]([S:31]([CH3:34])(=[O:33])=[O:32])=[CH:27][CH:26]=3)=[CH:19][CH:20]3[CH2:24][CH2:23][CH2:22][CH2:21]3)[N:15](S(C3C=CC=CC=3)(=O)=O)[C:12]2=[N:13][CH:14]=1)([CH3:7])[CH3:6])[CH3:2].[F-].C([N+](CCCC)(CCCC)CCCC)CCC. (6) Given the product [CH2:30]([O:1][C:2]1[CH:28]=[CH:27][C:5]2[N:6]=[C:7]([C:9]3[N:14]=[CH:13][C:12]([O:15][CH2:16][C@@H:17]([NH:19][C:20](=[O:26])[O:21][C:22]([CH3:23])([CH3:24])[CH3:25])[CH3:18])=[CH:11][CH:10]=3)[O:8][C:4]=2[CH:3]=1)[CH3:31], predict the reactants needed to synthesize it. The reactants are: [OH:1][C:2]1[CH:28]=[CH:27][C:5]2[N:6]=[C:7]([C:9]3[N:14]=[CH:13][C:12]([O:15][CH2:16][C@@H:17]([NH:19][C:20](=[O:26])[O:21][C:22]([CH3:25])([CH3:24])[CH3:23])[CH3:18])=[CH:11][CH:10]=3)[O:8][C:4]=2[CH:3]=1.I[CH2:30][CH3:31].C(=O)([O-])[O-].[K+].[K+].CN(C=O)C. (7) Given the product [NH2:3][C:2]1[CH:10]=[C:9]([C:2]2[C:10]3[C:5](=[CH:6][CH:7]=[C:8]([C:11]#[N:12])[CH:9]=3)[N:4]([CH:13]3[CH2:18][CH2:17][CH2:16][CH2:15][O:14]3)[N:3]=2)[CH:8]=[CH:34][CH:35]=1, predict the reactants needed to synthesize it. The reactants are: Br[C:2]1[C:10]2[C:5](=[CH:6][CH:7]=[C:8]([C:11]#[N:12])[CH:9]=2)[N:4]([CH:13]2[CH2:18][CH2:17][CH2:16][CH2:15][O:14]2)[N:3]=1.ClCCl.P([O-])([O-])([O-])=O.[K+].[K+].[K+].C(O[CH2:34][CH3:35])(=O)C. (8) Given the product [Br:1][C:2]1[CH:3]=[CH:4][C:5]([CH3:12])=[C:6]([CH2:8][C:9]([NH:18][C:19]2([C:25]([O:27][CH3:28])=[O:26])[CH2:24][CH2:23][CH2:22][CH2:21][CH2:20]2)=[O:11])[CH:7]=1, predict the reactants needed to synthesize it. The reactants are: [Br:1][C:2]1[CH:3]=[CH:4][C:5]([CH3:12])=[C:6]([CH2:8][C:9]([OH:11])=O)[CH:7]=1.S(Cl)(Cl)=O.Cl.[NH2:18][C:19]1([C:25]([O:27][CH3:28])=[O:26])[CH2:24][CH2:23][CH2:22][CH2:21][CH2:20]1.C(N(CC)CC)C.